Dataset: Acute oral toxicity (LD50) regression data from Zhu et al.. Task: Regression/Classification. Given a drug SMILES string, predict its toxicity properties. Task type varies by dataset: regression for continuous values (e.g., LD50, hERG inhibition percentage) or binary classification for toxic/non-toxic outcomes (e.g., AMES mutagenicity, cardiotoxicity, hepatotoxicity). Dataset: ld50_zhu. (1) The compound is CC(C)(C)C(=O)COc1ccc(Cl)cc1. The rat oral LD50 is 1.69, given as -log10 of the dose in mol/kg body weight (higher means more acutely toxic). (2) The molecule is CC(O)C(Cl)(Cl)Cl. The rat oral LD50 is 2.21, given as -log10 of the dose in mol/kg body weight (higher means more acutely toxic).